From a dataset of Reaction yield outcomes from USPTO patents with 853,638 reactions. Predict the reaction yield, written as a fraction of the theoretical maximum amount of product (1.0 means a 100% yield; for example, 0.34 means a 34% yield). The catalyst is CS(C)=O.[Cu]I. The product is [CH3:1][O:2][CH:3]([O:15][CH3:16])[CH2:4][N:5]1[C:13]2[C:8](=[CH:9][C:10]([N:28]3[CH:29]=[CH:30][C:25]([C:22]4[CH:21]=[CH:20][C:19]([C:18]([F:32])([F:33])[F:17])=[CH:24][CH:23]=4)=[CH:26][C:27]3=[O:31])=[CH:11][CH:12]=2)[CH:7]=[N:6]1. The reactants are [CH3:1][O:2][CH:3]([O:15][CH3:16])[CH2:4][N:5]1[C:13]2[C:8](=[CH:9][C:10](I)=[CH:11][CH:12]=2)[CH:7]=[N:6]1.[F:17][C:18]([F:33])([F:32])[C:19]1[CH:24]=[CH:23][C:22]([C:25]2[CH:30]=[CH:29][NH:28][C:27](=[O:31])[CH:26]=2)=[CH:21][CH:20]=1.C([O-])([O-])=O.[Cs+].[Cs+].OC1C=CC=C2C=1N=CC=C2. The yield is 0.790.